Dataset: Forward reaction prediction with 1.9M reactions from USPTO patents (1976-2016). Task: Predict the product of the given reaction. (1) Given the reactants [C:1]([C:3]([CH3:10])([CH3:9])[C:4]([O:6]CC)=O)#[N:2].CC(C)C(=O)[CH2:14][C:15]#[N:16], predict the reaction product. The product is: [CH3:10][C:3]([CH3:9])([C:4](=[O:6])[CH2:14][C:15]#[N:16])[C:1]#[N:2]. (2) Given the reactants [CH3:1][C:2]1([CH3:31])[C:10]2[C:9]3[CH:11]=[C:12]([S:19]([O-:22])(=[O:21])=[O:20])[CH:13]=[C:14]([S:15]([O-:18])(=[O:17])=[O:16])[C:8]=3[CH:7]=[CH:6][C:5]=2[N+:4]([CH2:23][CH2:24][CH2:25][S:26]([O-:29])(=[O:28])=[O:27])=[C:3]1[CH3:30].[Na+:32].[Na+].[Br-:34].Br/[C:36](=[CH:45]\[NH:46][C:47]1[CH:52]=[CH:51][CH:50]=[CH:49][CH:48]=1)/[CH:37]=[NH+]/C1C=CC=CC=1.N1[CH:58]=[CH:57][CH:56]=[CH:55][CH:54]=1.C(O[C:63](=O)[CH3:64])(=O)C, predict the reaction product. The product is: [Br:34]/[C:55](=[CH:56]\[CH:57]=[C:58]1\[N:46]([CH2:45][CH2:36][CH2:37][S:19]([O-:22])(=[O:21])=[O:20])[C:47]2[CH:48]=[CH:49][C:50]3[C:64]([S:26]([O-:29])(=[O:28])=[O:27])=[CH:63][C:14]([S:15]([O-:18])(=[O:17])=[O:16])=[CH:13][C:51]=3[C:52]=2[C:2]\1([CH3:3])[CH3:1])/[CH:54]=[CH:30]/[C:3]1[C:2]([CH3:31])([CH3:1])[C:10]2[C:9]3[CH:11]=[C:12]([S:19]([O-:22])(=[O:20])=[O:21])[CH:13]=[C:14]([S:15]([O-:18])(=[O:16])=[O:17])[C:8]=3[CH:7]=[CH:6][C:5]=2[N+:4]=1[CH2:23][CH2:24][CH2:25][S:26]([O-:29])(=[O:28])=[O:27].[Na+:32].[Na+:32].[Na+:32].[Na+:32].[Na+:32]. (3) Given the reactants C(O)C.[C-:4]#[N:5].[Na+].Br[CH2:8][C:9]1[CH:14]=[CH:13][C:12]([O:15][C:16]([F:19])([F:18])[F:17])=[CH:11][CH:10]=1, predict the reaction product. The product is: [F:17][C:16]([F:19])([F:18])[O:15][C:12]1[CH:13]=[CH:14][C:9]([CH2:8][C:4]#[N:5])=[CH:10][CH:11]=1.